From a dataset of Reaction yield outcomes from USPTO patents with 853,638 reactions. Predict the reaction yield, written as a fraction of the theoretical maximum amount of product (1.0 means a 100% yield; for example, 0.34 means a 34% yield). (1) The reactants are C1(C(C2C=CC=CC=2)[N:8]2[CH2:11][CH:10]([N:12]3[CH2:17][CH2:16][O:15][CH2:14][C@H:13]3[CH2:18][CH2:19][OH:20])[CH2:9]2)C=CC=CC=1.C(O)(=O)C. The catalyst is C(O)C.[OH-].[Pd+2].[OH-]. The product is [NH:8]1[CH2:9][CH:10]([N:12]2[CH2:17][CH2:16][O:15][CH2:14][C@H:13]2[CH2:18][CH2:19][OH:20])[CH2:11]1. The yield is 0.970. (2) The reactants are [CH3:1][C:2]1([CH3:36])[C:26]2[C:6]([CH:7]=[C:8]3[CH:25]=[C:24]4[C:11]([C:12]5[C:17]([C:18]6[C:23]4=[CH:22][CH:21]=[CH:20][CH:19]=6)=[CH:16][CH:15]=[CH:14][CH:13]=5)=[CH:10][C:9]3=2)=[CH:5][C:4](B2OC(C)(C)C(C)(C)O2)=[CH:3]1.Br[C:38]1[C:39]2[C:44]([C:45](C3C4C(=CC=CC=4)C(F)=CC=3)=[C:46]3[C:51]=1[CH:50]=[CH:49][CH:48]=[CH:47]3)=[CH:43][CH:42]=[CH:41][CH:40]=2.[C:63]([O-])([O-])=O.[Na+].[Na+].[CH2:69](O)[CH3:70].[C:72]1([CH3:78])[CH:77]=[CH:76][CH:75]=[CH:74][CH:73]=1. The catalyst is C1C=CC([P]([Pd]([P](C2C=CC=CC=2)(C2C=CC=CC=2)C2C=CC=CC=2)([P](C2C=CC=CC=2)(C2C=CC=CC=2)C2C=CC=CC=2)[P](C2C=CC=CC=2)(C2C=CC=CC=2)C2C=CC=CC=2)(C2C=CC=CC=2)C2C=CC=CC=2)=CC=1. The product is [CH3:36][C:2]1([CH3:1])[C:26]2[C:6]([CH:7]=[C:8]3[CH:25]=[C:24]4[C:11]([C:12]5[C:17]([C:18]6[C:23]4=[CH:22][CH:21]=[CH:20][CH:19]=6)=[CH:16][CH:15]=[CH:14][CH:13]=5)=[CH:10][C:9]3=2)=[CH:5][C:4]([C:38]2[C:39]3[C:44]([C:45]([C:70]4[CH:69]=[CH:63][C:77]5[C:72](=[CH:73][CH:74]=[CH:75][CH:76]=5)[CH:78]=4)=[C:46]4[C:51]=2[CH:50]=[CH:49][CH:48]=[CH:47]4)=[CH:43][CH:42]=[CH:41][CH:40]=3)=[CH:3]1. The yield is 0.850. (3) The reactants are ClC1N=C(C2C=CC=CC=2)C2CCCC=2N=1.N[C:18]1[CH:26]=[CH:25][C:21]([C:22]([OH:24])=[O:23])=[CH:20][CH:19]=1. The catalyst is CC(O)C. The product is [C:22]([OH:24])(=[O:23])[C:21]1[CH:25]=[CH:26][CH:18]=[CH:19][CH:20]=1. The yield is 0.840. (4) The reactants are CS([O:5][CH:6]1[CH:11]([CH3:12])[CH2:10][C:9]([C:13]2[CH:18]=[CH:17][N:16]=[CH:15][C:14]=2[N+:19]([O-:21])=[O:20])=[CH:8][CH:7]1[NH:22][C:23]([O:25][C:26]([CH3:29])([CH3:28])[CH3:27])=[O:24])(=O)=O.C(N(CC)CC)C.C[C:38]([O:41]C(OC(OC(C)(C)C)=O)=O)(C)C. The catalyst is N1C=CC=CC=1. The product is [CH3:12][CH:11]1[CH:6]2[CH:7]([N:22]([C:23]([O:25][C:26]([CH3:29])([CH3:28])[CH3:27])=[O:24])[C:38](=[O:41])[O:5]2)[CH:8]=[C:9]([C:13]2[CH:18]=[CH:17][N:16]=[CH:15][C:14]=2[N+:19]([O-:21])=[O:20])[CH2:10]1. The yield is 0.660.